From a dataset of Reaction yield outcomes from USPTO patents with 853,638 reactions. Predict the reaction yield, written as a fraction of the theoretical maximum amount of product (1.0 means a 100% yield; for example, 0.34 means a 34% yield). The reactants are [CH3:1][Si:2]([CH3:9])([CH3:8])N1C=CN=C1.[Br:10][C:11]1[CH:12]=[C:13]([C:17]([OH:22])([CH2:20][CH3:21])[CH2:18][CH3:19])[CH:14]=[CH:15][CH:16]=1. The catalyst is O1CCCC1. The product is [Br:10][C:11]1[CH:12]=[C:13]([C:17]([CH2:18][CH3:19])([O:22][Si:2]([CH3:1])([CH3:8])[CH3:9])[CH2:20][CH3:21])[CH:14]=[CH:15][CH:16]=1. The yield is 0.590.